From a dataset of Experimentally validated miRNA-target interactions with 360,000+ pairs, plus equal number of negative samples. Binary Classification. Given a miRNA mature sequence and a target amino acid sequence, predict their likelihood of interaction. The miRNA is hsa-miR-4704-5p with sequence GACACUAGGCAUGUGAGUGAUU. The protein sequence of the target gene is MLSSRAEAAMTAADRAIQRFLRTGAAVRYKVMKNWGVIGGIAAALAAGIYVIWGPITERKKRRKGLVPGLVNLGNTCFMNSLLQGLSACPAFIRWLEEFTSQYSRDQKEPPSHQYLSLTLLHLLKALSCQEVTDDEVLDASCLLDVLRMYRWQISSFEEQDAHELFHVITSSLEDERDRQPRVTHLFDVHSLEQQSEITPKQITCRTRGSPHPTSNHWKSQHPFHGRLTSNMVCKHCEHQSPVRFDTFDSLSLSIPAATWGHPLTLDHCLHHFISSESVRDVVCDNCTKIEAKGTLNGEK.... Result: 0 (no interaction).